Dataset: Catalyst prediction with 721,799 reactions and 888 catalyst types from USPTO. Task: Predict which catalyst facilitates the given reaction. (1) Reactant: [F:1][C:2]1[C:7]([C:8]([OH:10])=O)=[CH:6][CH:5]=[CH:4][N:3]=1.S(Cl)([Cl:13])=O.CN(C)C=O. Product: [F:1][C:2]1[C:7]([C:8]([Cl:13])=[O:10])=[CH:6][CH:5]=[CH:4][N:3]=1. The catalyst class is: 4. (2) Reactant: Br[C:2]1[CH:3]=[C:4]([CH:22]=[CH:23][CH:24]=1)[CH2:5][N:6]1[C:15](=[O:16])[C:14]2[C:9](=[CH:10][CH:11]=[C:12]([C:17]([O:19][CH2:20][CH3:21])=[O:18])[CH:13]=2)[N:8]=[CH:7]1.[N:25]1[CH:30]=[CH:29][C:28](B(O)O)=[CH:27][CH:26]=1.O1CCOCC1.C(=O)([O-])[O-].[Na+].[Na+]. Product: [O:16]=[C:15]1[C:14]2[C:9](=[CH:10][CH:11]=[C:12]([C:17]([O:19][CH2:20][CH3:21])=[O:18])[CH:13]=2)[N:8]=[CH:7][N:6]1[CH2:5][C:4]1[CH:22]=[CH:23][CH:24]=[C:2]([C:28]2[CH:29]=[CH:30][N:25]=[CH:26][CH:27]=2)[CH:3]=1. The catalyst class is: 263. (3) Reactant: [Cl:1][C:2]1[CH:3]=[C:4]([NH:17][C:18]2[C:27]3[C:22](=[CH:23][CH:24]=[C:25]([C:28]4[O:29][C:30]([CH:33]=O)=[CH:31][CH:32]=4)[CH:26]=3)[N:21]=[CH:20][N:19]=2)[CH:5]=[CH:6][C:7]=1[O:8][CH2:9][C:10]1[CH:15]=[CH:14][CH:13]=[C:12]([F:16])[CH:11]=1.[CH2:35]([NH2:39])[CH:36]=[CH:37][CH3:38].C(O[BH-](OC(=O)C)OC(=O)C)(=O)C.[Na+].C(=O)([O-])[O-].[Na+].[Na+]. Product: [Cl:1][C:2]1[CH:3]=[C:4]([NH:17][C:18]2[C:27]3[C:22](=[CH:23][CH:24]=[C:25]([C:28]4[O:29][C:30]([CH2:33][NH:39][CH2:35][CH:36]=[CH:37][CH3:38])=[CH:31][CH:32]=4)[CH:26]=3)[N:21]=[CH:20][N:19]=2)[CH:5]=[CH:6][C:7]=1[O:8][CH2:9][C:10]1[CH:15]=[CH:14][CH:13]=[C:12]([F:16])[CH:11]=1. The catalyst class is: 7. (4) Reactant: [Cl:1][C:2]1[N:7]=[C:6]([NH:8][C:9]2[CH:14]=[CH:13][CH:12]=[C:11]([I:15])[CH:10]=2)[CH:5]=[CH:4][N:3]=1.[C:16](=O)([O-])[O-].[K+].[K+].CI.O. Product: [Cl:1][C:2]1[N:7]=[C:6]([N:8]([C:9]2[CH:14]=[CH:13][CH:12]=[C:11]([I:15])[CH:10]=2)[CH3:16])[CH:5]=[CH:4][N:3]=1. The catalyst class is: 9. (5) Reactant: [NH2:1][C:2]1[CH:7]=[CH:6][C:5]([NH:8][S:9]([C:12]2[CH:17]=[CH:16][CH:15]=[C:14]([Cl:18])[C:13]=2[Cl:19])(=[O:11])=[O:10])=[C:4]([F:20])[CH:3]=1.Cl[C:22]1[C:27]([C:28]2[CH:33]=[CH:32][N:31]=[CH:30][N:29]=2)=[CH:26][CH:25]=[CH:24][N:23]=1.N(CC)(CC)CC.FC(C(O)=O)(F)F. Product: [Cl:19][C:13]1[C:14]([Cl:18])=[CH:15][CH:16]=[CH:17][C:12]=1[S:9]([NH:8][C:5]1[CH:6]=[CH:7][C:2]([NH:1][C:22]2[C:27]([C:28]3[CH:33]=[CH:32][N:31]=[CH:30][N:29]=3)=[CH:26][CH:25]=[CH:24][N:23]=2)=[CH:3][C:4]=1[F:20])(=[O:11])=[O:10]. The catalyst class is: 61. (6) Reactant: [OH:1][C:2]1([C:17]#[C:18]/[C:19](/[C:26]([F:29])([F:28])[F:27])=[CH:20]\[C:21]([O:23][CH2:24][CH3:25])=[O:22])[C:13]([CH3:15])([CH3:14])[CH2:12][C:5]2(OC(C)C(C)[O:6]2)[CH:4]=[C:3]1[CH3:16].Cl.O. Product: [OH:1][C:2]1([C:17]#[C:18]/[C:19](/[C:26]([F:27])([F:28])[F:29])=[CH:20]\[C:21]([O:23][CH2:24][CH3:25])=[O:22])[C:13]([CH3:14])([CH3:15])[CH2:12][C:5](=[O:6])[CH:4]=[C:3]1[CH3:16]. The catalyst class is: 21. (7) Reactant: Cl[C:2]1[C:11]([C:12]2[CH:17]=[CH:16][C:15]([F:18])=[CH:14][CH:13]=2)=[N:10][C:9]2[C:4](=[CH:5][CH:6]=[C:7]([C:19]([O:21][CH3:22])=[O:20])[CH:8]=2)[N:3]=1.Cl.[Cl:24][C:25]1[CH:30]=[CH:29][C:28]([CH:31]2[CH2:36][CH2:35][NH:34][CH2:33][CH2:32]2)=[CH:27][CH:26]=1.C(=O)([O-])[O-].[K+].[K+]. Product: [Cl:24][C:25]1[CH:30]=[CH:29][C:28]([CH:31]2[CH2:32][CH2:33][N:34]([C:2]3[C:11]([C:12]4[CH:17]=[CH:16][C:15]([F:18])=[CH:14][CH:13]=4)=[N:10][C:9]4[C:4](=[CH:5][CH:6]=[C:7]([C:19]([O:21][CH3:22])=[O:20])[CH:8]=4)[N:3]=3)[CH2:35][CH2:36]2)=[CH:27][CH:26]=1. The catalyst class is: 9. (8) Reactant: [N:1]1[N:2]=[C:3]([C:19]2[CH:28]=[CH:27][C:22]([C:23]([O:25]C)=[O:24])=[CH:21][CH:20]=2)[N:4]2[C:10]=1[C:9]1[CH:11]=[CH:12][CH:13]=[CH:14][C:8]=1[NH:7][C:6]1[N:15]=[CH:16][CH:17]=[CH:18][C:5]2=1.[OH-].[Li+].O.C(O)(=O)C. Product: [N:1]1[N:2]=[C:3]([C:19]2[CH:28]=[CH:27][C:22]([C:23]([OH:25])=[O:24])=[CH:21][CH:20]=2)[N:4]2[C:10]=1[C:9]1[CH:11]=[CH:12][CH:13]=[CH:14][C:8]=1[NH:7][C:6]1[N:15]=[CH:16][CH:17]=[CH:18][C:5]2=1. The catalyst class is: 125. (9) Reactant: C[N:2](C)CC=C.O.[S:8]([C:12]1[CH:17]=[CH:16][C:15]([N:18]=[C:19]=[S:20])=[CH:14][CH:13]=1)([OH:11])(=[O:10])=[O:9].[Na:21]. Product: [S:8]([C:12]1[CH:13]=[CH:14][C:15]([NH:18][C:19]([NH2:2])=[S:20])=[CH:16][CH:17]=1)([OH:11])(=[O:9])=[O:10].[Na:21]. The catalyst class is: 6.